This data is from Catalyst prediction with 721,799 reactions and 888 catalyst types from USPTO. The task is: Predict which catalyst facilitates the given reaction. (1) Reactant: [N+:1]([C:4]1[CH:5]=[C:6]2[C:10](=[CH:11][CH:12]=1)[NH:9][C:8]([C:13]([OH:15])=O)=[CH:7]2)([O-:3])=[O:2].[CH2:16]([NH2:19])[CH2:17][CH3:18].[Cl-].[Na+]. Product: [CH2:16]([NH:19][C:13]([C:8]1[NH:9][C:10]2[C:6]([CH:7]=1)=[CH:5][C:4]([N+:1]([O-:3])=[O:2])=[CH:12][CH:11]=2)=[O:15])[CH2:17][CH3:18]. The catalyst class is: 35. (2) Reactant: [C:1]([O:4][CH2:5][C@:6]1([CH2:27][O:28][CH2:29][C:30]2[CH:35]=[CH:34][CH:33]=[CH:32][CH:31]=2)[O:14][CH:9](OC(=O)C)[C@H:8]([O:15][C:16](=[O:18])[CH3:17])[C@@H:7]1[O:19][CH2:20][C:21]1[CH:26]=[CH:25][CH:24]=[CH:23][CH:22]=1)(=[O:3])[CH3:2].[NH:36]1[CH:43]=[CH:42][C:40](=[O:41])[NH:39][C:37]1=[O:38].C/C(/O[Si](C)(C)C)=N\[Si](C)(C)C.O([Si](C)(C)C)S(C(F)(F)F)(=O)=O. Product: [C:16]([O:15][C@@H:8]1[C@H:7]([O:19][CH2:20][C:21]2[CH:26]=[CH:25][CH:24]=[CH:23][CH:22]=2)[C@@:6]([CH2:5][O:4][C:1](=[O:3])[CH3:2])([CH2:27][O:28][CH2:29][C:30]2[CH:31]=[CH:32][CH:33]=[CH:34][CH:35]=2)[O:14][C@H:9]1[N:36]1[CH:43]=[CH:42][C:40](=[O:41])[NH:39][C:37]1=[O:38])(=[O:18])[CH3:17]. The catalyst class is: 10.